Dataset: Full USPTO retrosynthesis dataset with 1.9M reactions from patents (1976-2016). Task: Predict the reactants needed to synthesize the given product. (1) Given the product [C:25]1([S:31]([N:34]2[C:38]3=[CH:39][N:40]=[CH:41][C:42]([C:3]4[N:4]=[C:5]([N:19]5[CH2:20][CH2:21][O:22][CH2:23][CH2:24]5)[C:6]5[S:11][C:10]([CH2:12][N:13]6[CH2:18][CH2:17][O:16][CH2:15][CH2:14]6)=[CH:9][C:7]=5[N:8]=4)=[C:37]3[CH:36]=[CH:35]2)(=[O:33])=[O:32])[CH:30]=[CH:29][CH:28]=[CH:27][CH:26]=1, predict the reactants needed to synthesize it. The reactants are: CS[C:3]1[N:4]=[C:5]([N:19]2[CH2:24][CH2:23][O:22][CH2:21][CH2:20]2)[C:6]2[S:11][C:10]([CH2:12][N:13]3[CH2:18][CH2:17][O:16][CH2:15][CH2:14]3)=[CH:9][C:7]=2[N:8]=1.[C:25]1([S:31]([N:34]2[C:38]3=[CH:39][N:40]=[CH:41][C:42]([Sn](CCCC)(CCCC)CCCC)=[C:37]3[CH:36]=[CH:35]2)(=[O:33])=[O:32])[CH:30]=[CH:29][CH:28]=[CH:27][CH:26]=1. (2) Given the product [Cl:1][C:2]1[N:7]=[CH:6][C:5]([N:8]([CH3:9])[C:26](=[O:27])[C:25]2[CH:24]=[C:23]([C:22]([F:37])([F:36])[F:21])[CH:31]=[C:30]([C:32]([F:35])([F:34])[F:33])[CH:29]=2)=[C:4]([I:10])[CH:3]=1, predict the reactants needed to synthesize it. The reactants are: [Cl:1][C:2]1[N:7]=[CH:6][C:5]([NH:8][CH3:9])=[C:4]([I:10])[CH:3]=1.C[Si]([N-][Si](C)(C)C)(C)C.[Li+].[F:21][C:22]([F:37])([F:36])[C:23]1[CH:24]=[C:25]([CH:29]=[C:30]([C:32]([F:35])([F:34])[F:33])[CH:31]=1)[C:26](Cl)=[O:27].O. (3) Given the product [CH3:18][C:17]([NH:21][CH2:6][CH2:7][S:8][CH2:9][C:10]#[C:11][C:12]1[S:13][CH:14]=[CH:15][CH:16]=1)([CH3:20])[CH3:19], predict the reactants needed to synthesize it. The reactants are: CS(O[CH2:6][CH2:7][S:8][CH2:9][C:10]#[C:11][C:12]1[S:13][CH:14]=[CH:15][CH:16]=1)(=O)=O.[C:17]([NH2:21])([CH3:20])([CH3:19])[CH3:18].